From a dataset of Catalyst prediction with 721,799 reactions and 888 catalyst types from USPTO. Predict which catalyst facilitates the given reaction. (1) Reactant: [CH:1]([CH:4]1[C:9](=[O:10])[NH:8][C:7]2[CH:11]=[C:12]([C:15]([F:18])([F:17])[F:16])[CH:13]=[CH:14][C:6]=2[O:5]1)([CH3:3])[CH3:2].C(=O)([O-])[O-].[K+].[K+].[C:25]([O:29][CH3:30])(=[O:28])[CH:26]=[CH2:27].C(OCC)(=O)C. Product: [CH3:30][O:29][C:25](=[O:28])[CH2:26][CH2:27][N:8]1[C:7]2[CH:11]=[C:12]([C:15]([F:17])([F:18])[F:16])[CH:13]=[CH:14][C:6]=2[O:5][CH:4]([CH:1]([CH3:3])[CH3:2])[C:9]1=[O:10]. The catalyst class is: 35. (2) Reactant: [NH2:1][CH2:2][CH2:3][CH2:4][CH2:5][CH2:6][C:7]([OH:9])=[O:8].[OH-].[Na+].[CH3:12][S:13](Cl)(=[O:15])=[O:14].Cl. Product: [CH3:12][S:13]([NH:1][CH2:2][CH2:3][CH2:4][CH2:5][CH2:6][C:7]([OH:9])=[O:8])(=[O:15])=[O:14]. The catalyst class is: 6. (3) The catalyst class is: 5. Product: [C:35]([OH:42])(=[O:41])/[CH:36]=[CH:37]/[C:38]([OH:40])=[O:39].[C:35]([OH:42])(=[O:41])/[CH:36]=[CH:37]/[C:38]([OH:40])=[O:39].[CH3:1][N:2]([CH2:4][C:5]1[C:13]2[O:12][N:11]=[C:10]([CH2:14][CH2:15][CH:16]3[CH2:17][CH2:18][N:19]([CH2:22][C:23]4[CH:28]=[CH:27][CH:26]=[C:25]([F:29])[N:24]=4)[CH2:20][CH2:21]3)[C:9]=2[CH:8]=[CH:7][C:6]=1[O:30][CH2:31][CH:32]1[CH2:33][CH2:34]1)[CH3:3]. Reactant: [CH3:1][N:2]([CH2:4][C:5]1[C:13]2[O:12][N:11]=[C:10]([CH2:14][CH2:15][CH:16]3[CH2:21][CH2:20][N:19]([CH2:22][C:23]4[CH:28]=[CH:27][CH:26]=[C:25]([F:29])[N:24]=4)[CH2:18][CH2:17]3)[C:9]=2[CH:8]=[CH:7][C:6]=1[O:30][CH2:31][CH:32]1[CH2:34][CH2:33]1)[CH3:3].[C:35]([OH:42])(=[O:41])/[CH:36]=[CH:37]/[C:38]([OH:40])=[O:39]. (4) Reactant: [CH:1]1([N:5]2[CH2:11][CH2:10][C:9]3[CH:12]=[CH:13][C:14]([O:16][C:17]4[CH:22]=[CH:21][C:20](I)=[CH:19][N:18]=4)=[CH:15][C:8]=3[CH2:7][CH2:6]2)[CH2:4][CH2:3][CH2:2]1.[NH:24]1[CH2:28][CH2:27][CH2:26][C:25]1=[O:29].C(=O)([O-])[O-].[K+].[K+]. Product: [CH:1]1([N:5]2[CH2:11][CH2:10][C:9]3[CH:12]=[CH:13][C:14]([O:16][C:17]4[N:18]=[CH:19][C:20]([N:24]5[CH2:28][CH2:27][CH2:26][C:25]5=[O:29])=[CH:21][CH:22]=4)=[CH:15][C:8]=3[CH2:7][CH2:6]2)[CH2:4][CH2:3][CH2:2]1. The catalyst class is: 536.